Dataset: Catalyst prediction with 721,799 reactions and 888 catalyst types from USPTO. Task: Predict which catalyst facilitates the given reaction. (1) Reactant: [N+:1]([C:4]1[CH:8]=[N:7][NH:6][C:5]=1[NH2:9])([O-:3])=[O:2].CN(C)[CH:12]=[CH:13][C:14]([C:16]1[CH:17]=[C:18]([N:22]([CH2:32][CH2:33][CH3:34])[S:23]([C:26]2[CH:31]=[CH:30][CH:29]=[CH:28][CH:27]=2)(=[O:25])=[O:24])[CH:19]=[CH:20][CH:21]=1)=O.C(OCC)(=O)C. Product: [N+:1]([C:4]1[CH:8]=[N:7][N:6]2[C:14]([C:16]3[CH:17]=[C:18]([N:22]([CH2:32][CH2:33][CH3:34])[S:23]([C:26]4[CH:31]=[CH:30][CH:29]=[CH:28][CH:27]=4)(=[O:25])=[O:24])[CH:19]=[CH:20][CH:21]=3)=[CH:13][CH:12]=[N:9][C:5]=12)([O-:3])=[O:2]. The catalyst class is: 15. (2) Reactant: [CH3:1][C:2]1[CH:3]=[CH:4][C:5]([N+:11]([O-:13])=[O:12])=[C:6]([CH:10]=1)[C:7]([OH:9])=O.[OH:14][NH:15][C:16](=[NH:22])[C:17]([O:19][CH2:20][CH3:21])=[O:18].CN(C(ON1N=NC2C=CC=NC1=2)=[N+](C)C)C.F[P-](F)(F)(F)(F)F.CCN(C(C)C)C(C)C. Product: [OH:14][N:15]=[C:16]([NH:22][C:7](=[O:9])[C:6]1[CH:10]=[C:2]([CH3:1])[CH:3]=[CH:4][C:5]=1[N+:11]([O-:13])=[O:12])[C:17]([O:19][CH2:20][CH3:21])=[O:18]. The catalyst class is: 10.